From a dataset of Reaction yield outcomes from USPTO patents with 853,638 reactions. Predict the reaction yield, written as a fraction of the theoretical maximum amount of product (1.0 means a 100% yield; for example, 0.34 means a 34% yield). (1) No catalyst specified. The product is [CH3:22][C:17]1([N:14]2[CH2:13][CH2:12][CH:11]([N:7]3[C:6]4[CH:23]=[C:2]([CH3:1])[CH:3]=[CH:4][C:5]=4[NH:9][C:8]3=[O:10])[CH2:16][CH2:15]2)[CH2:21][CH2:20][N:19]([C:24]([O:25][CH3:26])=[O:27])[CH2:18]1. The reactants are [CH3:1][C:2]1[CH:3]=[CH:4][C:5]2[NH:9][C:8](=[O:10])[N:7]([CH:11]3[CH2:16][CH2:15][N:14]([C:17]4([CH3:22])[CH2:21][CH2:20][NH:19][CH2:18]4)[CH2:13][CH2:12]3)[C:6]=2[CH:23]=1.[C:24](Cl)(=[O:27])[O:25][CH3:26]. The yield is 0.516. (2) The yield is 0.0800. The catalyst is C1COCC1. The reactants are [OH:1][C:2]1[C:11]2[C:6](=[CH:7][CH:8]=[CH:9][CH:10]=2)[N:5]=[CH:4][C:3]=1[C:12]([OH:14])=O.CN(C(ON1N=NC2C=CC=CC1=2)=[N+](C)C)C.F[P-](F)(F)(F)(F)F.CCN(C(C)C)C(C)C.[CH3:48][C:49]1[CH:54]=[CH:53][C:52]([N+:55]([O-])=O)=[CH:51][C:50]=1[NH2:58].O.O.Cl[Sn]Cl.C([O-])(O)=O.[Na+]. The product is [NH2:55][C:52]1[CH:53]=[CH:54][C:49]([CH3:48])=[C:50]([NH:58][C:12]([C:3]2[C:2](=[O:1])[C:11]3[C:6](=[CH:7][CH:8]=[CH:9][CH:10]=3)[NH:5][CH:4]=2)=[O:14])[CH:51]=1. (3) The reactants are [CH:1]1([SH:6])CCC[CH2:2]1.FC1C=C(C)C=CC=1[N+]([O-])=[O:15].[CH:18]1([S:23]([C:26]2[CH:27]=[C:28]([CH3:35])[CH:29]=[CH:30][C:31]=2[N+:32]([O-])=O)(=[O:25])=[O:24])[CH2:22][CH2:21][CH2:20][CH2:19]1.C1(S(C2C=C(C)C=CC=2N)(=O)=O)CCCC1.[NH2:52][C:53]1SC=[CH:56][N:57]=1. No catalyst specified. The product is [CH:18]1([S:23]([C:26]2[CH:27]=[C:28]([CH3:35])[CH:29]=[CH:30][C:31]=2[NH:32][C:56]([NH:57][C:53]2[S:6][CH:1]=[CH:2][N:52]=2)=[O:15])(=[O:25])=[O:24])[CH2:22][CH2:21][CH2:20][CH2:19]1. The yield is 0.620. (4) The reactants are [F:1][C:2]1[CH:7]=[CH:6][C:5]([CH:8]([C:10]2[CH:15]=[C:14]([O:16][C:17]([F:22])([F:21])[CH:18]([F:20])[F:19])[CH:13]=[C:12]([F:23])[CH:11]=2)[OH:9])=[CH:4][C:3]=1[O:24][CH3:25]. The catalyst is C(Cl)Cl.[O-2].[O-2].[Mn+4]. The product is [F:1][C:2]1[CH:7]=[CH:6][C:5]([C:8]([C:10]2[CH:15]=[C:14]([O:16][C:17]([F:21])([F:22])[CH:18]([F:20])[F:19])[CH:13]=[C:12]([F:23])[CH:11]=2)=[O:9])=[CH:4][C:3]=1[O:24][CH3:25]. The yield is 0.980. (5) The reactants are FC(F)(F)C(O)=O.C(OC([N:15]1[CH2:18][CH:17]([N:19]2[CH:23]=[C:22]([C:24]3[C:25]([O:39][C:40]4[CH:45]=[CH:44][C:43](F)=C(Cl)C=4)=[C:26]4[C:31](=[CH:32][CH:33]=3)[N:30]([C:34]([O:36][CH3:37])=[O:35])[C@@H:29]([CH3:38])[CH2:28][CH2:27]4)[CH:21]=[N:20]2)[CH2:16]1)=O)(C)(C)C. The catalyst is ClCCl. The product is [NH:15]1[CH2:18][CH:17]([N:19]2[CH:23]=[C:22]([C:24]3[C:25]([O:39][CH:40]4[CH2:43][CH2:44][CH2:45]4)=[C:26]4[C:31](=[CH:32][CH:33]=3)[N:30]([C:34]([O:36][CH3:37])=[O:35])[C@@H:29]([CH3:38])[CH2:28][CH2:27]4)[CH:21]=[N:20]2)[CH2:16]1. The yield is 0.880. (6) The reactants are [C:1]([O:5][C@@H:6]([C:11]1[C:12]([CH3:51])=[CH:13][C:14]2[N:15]([CH:28]=[C:29]([C:31]3[CH:36]=[CH:35][CH:34]=[C:33]([C:37]4[C:42]([O:43][C@H:44]([CH2:46][CH:47]=C)[CH3:45])=[CH:41][C:40]([CH3:49])=[CH:39][C:38]=4[F:50])[CH:32]=3)[N:30]=2)[C:16]=1[N:17]1[CH2:22][CH2:21][C:20]([CH3:27])([O:23][CH2:24][CH:25]=C)[CH2:19][CH2:18]1)[C:7]([O:9][CH3:10])=[O:8])([CH3:4])([CH3:3])[CH3:2].C(O[C@@H](C1C(C)=CC2=NC3=CN2C=1N1CCC(C)(OCC=CC[C@H](C)OC2C=C(F)C=CC=2C2C=C3C=CC=2)CC1)C(OCC)=O)(C)(C)C. No catalyst specified. The product is [C:1]([O:5][C@@H:6]([C:11]1[C:12]([CH3:51])=[CH:13][C:14]2=[N:30][C:29]3=[CH:28][N:15]2[C:16]=1[N:17]1[CH2:18][CH2:19][C:20]([CH3:27])([O:23][CH2:24][CH:25]=[CH:47][CH2:46][C@H:44]([CH3:45])[O:43][C:42]2[CH:41]=[C:40]([CH3:49])[CH:39]=[C:38]([F:50])[C:37]=2[C:33]2[CH:32]=[C:31]3[CH:36]=[CH:35][CH:34]=2)[CH2:21][CH2:22]1)[C:7]([O:9][CH3:10])=[O:8])([CH3:4])([CH3:2])[CH3:3]. The yield is 0.700. (7) The product is [CH3:14][O:13][C:12]1[CH:11]=[C:10]2[C:6](=[CH:5][C:4]=1[O:3][CH3:2])[CH:7]([CH3:16])[CH2:8][CH2:9]2. The reactants are Cl.[CH3:2][O:3][C:4]1[CH:5]=[C:6]2[C:10](=[CH:11][C:12]=1[O:13][CH3:14])[C:9](=O)[CH2:8][CH:7]2[CH3:16]. The catalyst is O.C1(C)C=CC=CC=1.[Zn]. The yield is 0.750.